This data is from Reaction yield outcomes from USPTO patents with 853,638 reactions. The task is: Predict the reaction yield, written as a fraction of the theoretical maximum amount of product (1.0 means a 100% yield; for example, 0.34 means a 34% yield). The reactants are [CH:1]1N=C[N:3]([C:6]([N:8]2C=N[CH:10]=[CH:9]2)=[O:7])[CH:2]=1.[C:13]([C:17]1[CH:18]=[CH:19][C:20]([C:24]2[CH:28]=[C:27]([CH3:29])[NH:26][C:25]=2[CH3:30])=C(C=1)N)([CH3:16])([CH3:15])[CH3:14].[CH3:31][NH:32][C:33]([C:35]1[CH:40]=[C:39]([O:41][C:42]2[CH:48]=CC(N)=[CH:44][CH:43]=2)[CH:38]=[CH:37][N:36]=1)=[O:34]. The catalyst is C(Cl)Cl.CCOC(C)=O. The product is [C:13]([C:17]1[CH:18]=[CH:19][C:20]([C:24]2[CH:28]=[C:27]([CH3:29])[NH:26][C:25]=2[CH3:30])=[C:9]([NH:8][C:6]([NH:3][C:2]2[CH:1]=[CH:48][C:42]([O:41][C:39]3[CH:38]=[CH:37][N:36]=[C:35]([C:33](=[O:34])[NH:32][CH3:31])[CH:40]=3)=[CH:43][CH:44]=2)=[O:7])[CH:10]=1)([CH3:14])([CH3:15])[CH3:16]. The yield is 0.240.